Dataset: Full USPTO retrosynthesis dataset with 1.9M reactions from patents (1976-2016). Task: Predict the reactants needed to synthesize the given product. Given the product [Cl:17][C:14]1[CH:15]=[CH:16][C:11](/[CH:10]=[CH:9]/[C:8]([N:5]2[CH2:4][CH2:3][CH:2]([NH:1][C:34](=[O:35])[CH2:33][CH2:32][CH2:31][C:29]3[N:28]=[N:27][NH:26][CH:30]=3)[CH2:7][CH2:6]2)=[O:25])=[C:12]([CH2:18][N:19]2[N:23]=[N:22][C:21]([CH3:24])=[N:20]2)[CH:13]=1, predict the reactants needed to synthesize it. The reactants are: [NH2:1][CH:2]1[CH2:7][CH2:6][N:5]([C:8](=[O:25])/[CH:9]=[CH:10]/[C:11]2[CH:16]=[CH:15][C:14]([Cl:17])=[CH:13][C:12]=2[CH2:18][N:19]2[N:23]=[N:22][C:21]([CH3:24])=[N:20]2)[CH2:4][CH2:3]1.[NH:26]1[CH:30]=[C:29]([CH2:31][CH2:32][CH2:33][C:34](O)=[O:35])[N:28]=[N:27]1.CCN(C(C)C)C(C)C.C(P1(=O)OP(CCC)(=O)OP(CCC)(=O)O1)CC.